Task: Binary Classification. Given a drug SMILES string, predict its activity (active/inactive) in a high-throughput screening assay against a specified biological target.. Dataset: Cav3 T-type calcium channel HTS with 100,875 compounds (1) The compound is S(=O)(=O)(c1c(n2ncc(c2nc1)c1ccc(F)cc1)N)c1ccccc1. The result is 0 (inactive). (2) The molecule is [O-][N+](=O)c1c(N2CCCCC2)ccc(n2c(c(cc2C)C=O)C)c1. The result is 0 (inactive). (3) The drug is S(=O)(=O)(NC(C(C)C)C(=O)NCc1occc1)c1cc2sc(nc2cc1)C. The result is 0 (inactive). (4) The drug is O=C1N(c2cc(c(cc2)C)C)C(Nc2nc(cc(n2)C)C)=N/C1=C\C(OC)=O. The result is 0 (inactive). (5) The molecule is O(c1cc(C(=O)NCC(=O)Nc2ccccc2)ccc1OC)C. The result is 0 (inactive). (6) The compound is FC(F)(F)c1cc(Cn2c3c(n(c(=O)n(c3=O)C)C)nc2NCCOC)ccc1. The result is 0 (inactive). (7) The molecule is S(=O)(=O)(N1CC(CCC1)C(=O)N1CCN(CC1)c1ncccc1)c1cccnc1. The result is 0 (inactive). (8) The compound is O1C(COc2c1cccc2)CNC(=O)c1occc1. The result is 0 (inactive). (9) The drug is O=C1N(C(C(CC)C)CNC1=O)CCCc1cc(OC)c(OC)c(OC)c1. The result is 0 (inactive).